Dataset: NCI-60 drug combinations with 297,098 pairs across 59 cell lines. Task: Regression. Given two drug SMILES strings and cell line genomic features, predict the synergy score measuring deviation from expected non-interaction effect. (1) Drug 1: C1=NC2=C(N=C(N=C2N1C3C(C(C(O3)CO)O)F)Cl)N. Drug 2: C1CN1C2=NC(=NC(=N2)N3CC3)N4CC4. Cell line: CCRF-CEM. Synergy scores: CSS=69.3, Synergy_ZIP=0.579, Synergy_Bliss=-0.629, Synergy_Loewe=-4.53, Synergy_HSA=0.549. (2) Drug 1: C1CCN(CC1)CCOC2=CC=C(C=C2)C(=O)C3=C(SC4=C3C=CC(=C4)O)C5=CC=C(C=C5)O. Drug 2: C1=CN(C=N1)CC(O)(P(=O)(O)O)P(=O)(O)O. Cell line: SNB-19. Synergy scores: CSS=3.25, Synergy_ZIP=0.836, Synergy_Bliss=3.87, Synergy_Loewe=-0.963, Synergy_HSA=0.424. (3) Drug 1: CC1C(C(CC(O1)OC2CC(CC3=C2C(=C4C(=C3O)C(=O)C5=C(C4=O)C(=CC=C5)OC)O)(C(=O)CO)O)N)O. Drug 2: CCC1=C2N=C(C=C(N2N=C1)NCC3=C[N+](=CC=C3)[O-])N4CCCCC4CCO. Cell line: NCIH23. Synergy scores: CSS=73.5, Synergy_ZIP=-2.09, Synergy_Bliss=-2.90, Synergy_Loewe=-3.45, Synergy_HSA=0.565. (4) Drug 1: CN1C2=C(C=C(C=C2)N(CCCl)CCCl)N=C1CCCC(=O)O.Cl. Drug 2: CN(C(=O)NC(C=O)C(C(C(CO)O)O)O)N=O. Cell line: KM12. Synergy scores: CSS=0.250, Synergy_ZIP=0.504, Synergy_Bliss=-0.734, Synergy_Loewe=-0.532, Synergy_HSA=-1.72. (5) Drug 1: COC1=C(C=C2C(=C1)N=CN=C2NC3=CC(=C(C=C3)F)Cl)OCCCN4CCOCC4. Drug 2: C1CCC(C(C1)N)N.C(=O)(C(=O)[O-])[O-].[Pt+4]. Cell line: TK-10. Synergy scores: CSS=31.2, Synergy_ZIP=-1.36, Synergy_Bliss=-2.44, Synergy_Loewe=-4.38, Synergy_HSA=0.102. (6) Drug 1: C1=CC(=CC=C1CCC2=CNC3=C2C(=O)NC(=N3)N)C(=O)NC(CCC(=O)O)C(=O)O. Drug 2: CC=C1C(=O)NC(C(=O)OC2CC(=O)NC(C(=O)NC(CSSCCC=C2)C(=O)N1)C(C)C)C(C)C. Cell line: SNB-75. Synergy scores: CSS=54.5, Synergy_ZIP=-4.49, Synergy_Bliss=-3.91, Synergy_Loewe=-11.3, Synergy_HSA=1.80. (7) Drug 1: C1=NC2=C(N1)C(=S)N=C(N2)N. Drug 2: CC(C)CN1C=NC2=C1C3=CC=CC=C3N=C2N. Cell line: CAKI-1. Synergy scores: CSS=48.3, Synergy_ZIP=1.71, Synergy_Bliss=2.85, Synergy_Loewe=2.01, Synergy_HSA=3.29. (8) Synergy scores: CSS=1.75, Synergy_ZIP=-1.02, Synergy_Bliss=1.44, Synergy_Loewe=-21.4, Synergy_HSA=-5.05. Cell line: NCI-H226. Drug 2: CN(C(=O)NC(C=O)C(C(C(CO)O)O)O)N=O. Drug 1: CCN(CC)CCCC(C)NC1=C2C=C(C=CC2=NC3=C1C=CC(=C3)Cl)OC. (9) Drug 1: C1=CC(=C2C(=C1NCCNCCO)C(=O)C3=C(C=CC(=C3C2=O)O)O)NCCNCCO. Drug 2: C1C(C(OC1N2C=NC3=C(N=C(N=C32)Cl)N)CO)O. Cell line: UO-31. Synergy scores: CSS=26.1, Synergy_ZIP=-8.48, Synergy_Bliss=-0.920, Synergy_Loewe=1.08, Synergy_HSA=2.05.